Dataset: Full USPTO retrosynthesis dataset with 1.9M reactions from patents (1976-2016). Task: Predict the reactants needed to synthesize the given product. (1) Given the product [F:25][C:26]1[N:31]=[C:30]([C:32]2[NH:36][CH:35]=[CH:34][N:33]=2)[CH:29]=[CH:28][CH:27]=1.[Cl:12][C:5]1[N:6]=[CH:7][N:8]=[C:9]([CH2:10][N:36]2[CH:35]=[CH:34][N:33]=[C:32]2[C:30]2[CH:29]=[CH:28][CH:27]=[C:26]([F:25])[N:31]=2)[C:4]=1[CH2:1][CH2:2][CH3:3], predict the reactants needed to synthesize it. The reactants are: [CH2:1]([C:4]1[C:5]([Cl:12])=[N:6][CH:7]=[N:8][C:9]=1[CH2:10]Br)[CH2:2][CH3:3].C(C1C(Cl)=NC=NC=1CCl)CC.[F:25][C:26]1[N:31]=[C:30]([C:32]2[NH:33][CH:34]=[CH:35][N:36]=2)[CH:29]=[CH:28][CH:27]=1.C([O-])([O-])=O.[K+].[K+]. (2) Given the product [O:23]=[C:22]1[N:8]([C:6]([O:5][C:1]([CH3:2])([CH3:3])[CH3:4])=[O:7])[CH:9]2[CH2:13][CH2:12][CH2:11][CH:10]2[C:14](=[O:16])[CH2:21]1, predict the reactants needed to synthesize it. The reactants are: [C:1]([O:5][C:6]([NH:8][CH:9]1[CH2:13][CH2:12][CH2:11][CH:10]1[C:14]([OH:16])=O)=[O:7])([CH3:4])([CH3:3])[CH3:2].C(Cl)CCl.[CH3:21][C:22]1(C)OC(=O)CC(=O)[O:23]1.OS([O-])(=O)=O.[Na+]. (3) Given the product [CH3:13][O:12][C:9]1[CH:10]=[C:11]2[C:6](=[CH:7][C:8]=1[O:14][CH3:15])[N:5]=[CH:4][N:3]=[C:2]2[O:28][C:22]1[CH:21]=[C:20]([C:16]([CH3:19])([CH3:17])[CH3:18])[Se:24][C:23]=1[C:25]([NH2:27])=[O:26], predict the reactants needed to synthesize it. The reactants are: Cl[C:2]1[C:11]2[C:6](=[CH:7][C:8]([O:14][CH3:15])=[C:9]([O:12][CH3:13])[CH:10]=2)[N:5]=[CH:4][N:3]=1.[C:16]([C:20]1[Se:24][C:23]([C:25]([NH2:27])=[O:26])=[C:22]([OH:28])[CH:21]=1)([CH3:19])([CH3:18])[CH3:17].[OH-].[Na+].Cl.